From a dataset of Full USPTO retrosynthesis dataset with 1.9M reactions from patents (1976-2016). Predict the reactants needed to synthesize the given product. (1) The reactants are: CCCC[N+](CCCC)(CCCC)CCCC.[F-].[Cl:19][C:20]1[C:21]([C:48]2[CH:53]=[CH:52][C:51]([N:54]3[CH2:58][CH2:57][CH2:56][CH2:55]3)=[CH:50][CH:49]=2)=[CH:22][C:23]2[N:27]=[C:26]([O:28][C:29]3[CH:30]=[CH:31][C:32]([CH3:38])=[C:33]([CH:37]=3)[C:34]([OH:36])=[O:35])[N:25](COCC[Si](C)(C)C)[C:24]=2[CH:47]=1. Given the product [Cl:19][C:20]1[C:21]([C:48]2[CH:53]=[CH:52][C:51]([N:54]3[CH2:58][CH2:57][CH2:56][CH2:55]3)=[CH:50][CH:49]=2)=[CH:22][C:23]2[N:27]=[C:26]([O:28][C:29]3[CH:30]=[CH:31][C:32]([CH3:38])=[C:33]([CH:37]=3)[C:34]([OH:36])=[O:35])[NH:25][C:24]=2[CH:47]=1, predict the reactants needed to synthesize it. (2) Given the product [N:33]1[CH:32]=[CH:31][C:30]([C:44]2[CH:45]=[CH:46][C:47]([C:21]3[CH:22]=[CH:23][N:24]=[C:19]([NH:8][CH:9]4[CH2:14][C:13]([CH3:15])([CH3:16])[NH:12][C:11]([CH3:17])([CH3:18])[CH2:10]4)[N:20]=3)=[CH:48][CH:49]=2)=[CH:35][CH:34]=1, predict the reactants needed to synthesize it. The reactants are: BrC1C=CC([N:8]([C:19]2[N:24]=[CH:23][CH:22]=[CH:21][N:20]=2)[CH:9]2[CH2:14][C:13]([CH3:16])([CH3:15])[NH:12][C:11]([CH3:18])([CH3:17])[CH2:10]2)=CC=1.C([Sn](CCCC)(CCCC)[C:30]1[CH:35]=[CH:34][N:33]=[CH:32][CH:31]=1)CCC.[C:44]1(C)[C:45](C)=[CH:46][CH:47]=[CH:48][CH:49]=1. (3) Given the product [NH2:13][C:9]1[C:8]2[N:2]([CH3:1])[CH2:3][CH2:4][N:5]([CH3:17])[C:6](=[O:16])[C:7]=2[CH:12]=[CH:11][CH:10]=1, predict the reactants needed to synthesize it. The reactants are: [CH3:1][N:2]1[C:8]2[C:9]([N+:13]([O-])=O)=[CH:10][CH:11]=[CH:12][C:7]=2[C:6](=[O:16])[N:5]([CH3:17])[CH2:4][CH2:3]1. (4) Given the product [CH2:21]([O:14][C:8]1[C:7]2[C:12](=[CH:13][C:4]([N+:1]([O-:3])=[O:2])=[CH:5][CH:6]=2)[CH:11]=[N:10][CH:9]=1)[C:22]1[CH:27]=[CH:26][CH:25]=[CH:24][CH:23]=1, predict the reactants needed to synthesize it. The reactants are: [N+:1]([C:4]1[CH:13]=[C:12]2[C:7]([C:8]([OH:14])=[CH:9][N:10]=[CH:11]2)=[CH:6][CH:5]=1)([O-:3])=[O:2].C([O-])([O-])=O.[K+].[K+].[CH2:21](Br)[C:22]1[CH:27]=[CH:26][CH:25]=[CH:24][CH:23]=1. (5) Given the product [CH2:1]([C:3]1[CH:8]=[CH:7][N:6]=[C:5]([CH2:9][O:10][C:11]2[C:12]([C:18]3[CH:35]=[CH:34][C:21]4[CH2:22][CH2:23][NH:24][CH2:25][CH2:26][C:20]=4[CH:19]=3)=[N:13][C:14]([CH3:17])=[CH:15][CH:16]=2)[CH:4]=1)[CH3:2], predict the reactants needed to synthesize it. The reactants are: [CH2:1]([C:3]1[CH:8]=[CH:7][N:6]=[C:5]([CH2:9][O:10][C:11]2[C:12]([C:18]3[CH:35]=[CH:34][C:21]4[CH2:22][CH2:23][N:24](C(OC(C)(C)C)=O)[CH2:25][CH2:26][C:20]=4[CH:19]=3)=[N:13][C:14]([CH3:17])=[CH:15][CH:16]=2)[CH:4]=1)[CH3:2].Cl. (6) Given the product [CH:12]1([C:4]2[N:3]=[C:2]([NH:17][C:18]3[CH:23]=[CH:22][C:21]([CH2:24][CH2:25][OH:26])=[CH:20][CH:19]=3)[CH:7]=[C:6]([C:8]([F:11])([F:10])[F:9])[N:5]=2)[CH2:16][CH2:15][CH2:14][CH2:13]1, predict the reactants needed to synthesize it. The reactants are: Cl[C:2]1[CH:7]=[C:6]([C:8]([F:11])([F:10])[F:9])[N:5]=[C:4]([CH:12]2[CH2:16][CH2:15][CH2:14][CH2:13]2)[N:3]=1.[NH2:17][C:18]1[CH:23]=[CH:22][C:21]([CH2:24][CH2:25][OH:26])=[CH:20][CH:19]=1. (7) The reactants are: [CH3:1][N:2]1[CH:6]=[CH:5][CH:4]=[C:3]1[C:7]([O:9][CH3:10])=[O:8].[Br:11]N1C(=O)CCC1=O. Given the product [Br:11][C:6]1[N:2]([CH3:1])[C:3]([C:7]([O:9][CH3:10])=[O:8])=[CH:4][CH:5]=1, predict the reactants needed to synthesize it. (8) Given the product [NH2:35][C:31]1[O:11][C:1]2[C:2]([CH:24]([C:23]3[CH:26]=[C:27]([O:28][CH3:29])[C:20]([O:19][CH2:12][C:13]4[CH:18]=[CH:17][CH:16]=[CH:15][CH:14]=4)=[C:21]([Br:30])[CH:22]=3)[C:32]=1[C:33]#[N:34])=[CH:3][CH:4]=[C:5]1[CH:6]=[CH:7][CH:8]=[CH:9][C:10]=21, predict the reactants needed to synthesize it. The reactants are: [C:1]1([OH:11])[C:10]2[C:5](=[CH:6][CH:7]=[CH:8][CH:9]=2)[CH:4]=[CH:3][CH:2]=1.[CH2:12]([O:19][C:20]1[C:27]([O:28][CH3:29])=[CH:26][C:23]([CH:24]=O)=[CH:22][C:21]=1[Br:30])[C:13]1[CH:18]=[CH:17][CH:16]=[CH:15][CH:14]=1.[C:31](#[N:35])[CH2:32][C:33]#[N:34].N1CCCCC1.